Dataset: Reaction yield outcomes from USPTO patents with 853,638 reactions. Task: Predict the reaction yield, written as a fraction of the theoretical maximum amount of product (1.0 means a 100% yield; for example, 0.34 means a 34% yield). (1) The reactants are [Br:1][C:2]1[CH:20]=[CH:19][C:5]2[C:6]3[N:7]([CH:11]=[C:12]([C:14]([NH:16][CH:17]=O)=O)[N:13]=3)[CH2:8][CH2:9][O:10][C:4]=2[CH:3]=1.Cl.[Cl:22][C:23]1[CH:28]=[CH:27][CH:26]=[CH:25][C:24]=1[NH:29][NH2:30]. The catalyst is CC(O)=O. The product is [Br:1][C:2]1[CH:20]=[CH:19][C:5]2[C:6]3[N:7]([CH:11]=[C:12]([C:14]4[N:29]([C:24]5[CH:25]=[CH:26][CH:27]=[CH:28][C:23]=5[Cl:22])[N:30]=[CH:17][N:16]=4)[N:13]=3)[CH2:8][CH2:9][O:10][C:4]=2[CH:3]=1. The yield is 0.650. (2) The reactants are [H-].[Al+3].[Li+].[H-].[H-].[H-].[Cl-].[Al+3].[Cl-].[Cl-].[I:11][C:12]1[CH:21]=[CH:20][CH:19]=[CH:18][C:13]=1[C:14]([NH:16][CH3:17])=O.[OH-].[Na+].[O-]S([O-])(=O)=O.[Mg+2]. The catalyst is C(OCC)C.C1COCC1.O. The product is [I:11][C:12]1[CH:21]=[CH:20][CH:19]=[CH:18][C:13]=1[CH2:14][NH:16][CH3:17]. The yield is 0.940. (3) The reactants are [O:1]1[C:5]2[CH:6]=[CH:7][C:8]([C:10]3([C:13]([NH:15][C:16]4[CH:17]=[C:18]5[C:22](=[CH:23][C:24]=4[F:25])[NH:21][CH:20]([C:26]([CH3:29])([CH3:28])[CH3:27])[CH2:19]5)=[O:14])[CH2:12][CH2:11]3)=[CH:9][C:4]=2[O:3][CH2:2]1.[O:30]1[CH2:35][CH2:34][CH2:33][CH:32]([CH:36]=O)[CH2:31]1.[BH-](OC(C)=O)(OC(C)=O)OC(C)=O.[Na+]. The catalyst is ClCCl. The product is [O:1]1[C:5]2[CH:6]=[CH:7][C:8]([C:10]3([C:13]([NH:15][C:16]4[CH:17]=[C:18]5[C:22](=[CH:23][C:24]=4[F:25])[N:21]([CH2:36][CH:32]4[CH2:33][CH2:34][CH2:35][O:30][CH2:31]4)[CH:20]([C:26]([CH3:29])([CH3:28])[CH3:27])[CH2:19]5)=[O:14])[CH2:12][CH2:11]3)=[CH:9][C:4]=2[O:3][CH2:2]1. The yield is 0.500. (4) The reactants are [F:1][C:2]([F:14])([F:13])[C:3]([C:9]([F:12])([F:11])[F:10])([OH:8])[CH2:4][CH2:5][CH2:6][OH:7].C(=O)([O-])[O-].[Na+].[Na+].[C:21](OC=C)(=O)[CH3:22].C. The catalyst is [Ir+].ClC1CCC=CCCC=1.C(OCC)C.C1(C)C=CC=CC=1. The product is [F:1][C:2]([F:13])([F:14])[C:3]([C:9]([F:10])([F:11])[F:12])([OH:8])[CH2:4][CH2:5][CH2:6][O:7][CH:21]=[CH2:22]. The yield is 0.250. (5) The reactants are [F:1][C:2]1[N:7]=[CH:6][C:5]([OH:8])=[CH:4][CH:3]=1.[C:9](=O)([O-])[O-].[K+].[K+].CI.CN(C=O)C. The catalyst is O. The product is [F:1][C:2]1[CH:3]=[CH:4][C:5]([O:8][CH3:9])=[CH:6][N:7]=1. The yield is 0.920. (6) The reactants are [O:1]1[C:5]2[CH:6]=[CH:7][C:8]([C:10]3([C:13]([NH:15][C:16]4[CH:17]=[C:18]5[C:22](=[CH:23][CH:24]=4)[NH:21][C:20]([C:25]([CH3:28])([CH3:27])[CH3:26])=[CH:19]5)=[O:14])[CH2:12][CH2:11]3)=[CH:9][C:4]=2[O:3][CH2:2]1.[BH3-]C#N.[Na+]. The catalyst is C(O)(=O)C. The product is [O:1]1[C:5]2[CH:6]=[CH:7][C:8]([C:10]3([C:13]([NH:15][C:16]4[CH:17]=[C:18]5[C:22](=[CH:23][CH:24]=4)[NH:21][CH:20]([C:25]([CH3:28])([CH3:27])[CH3:26])[CH2:19]5)=[O:14])[CH2:12][CH2:11]3)=[CH:9][C:4]=2[O:3][CH2:2]1. The yield is 0.890.